Dataset: Reaction yield outcomes from USPTO patents with 853,638 reactions. Task: Predict the reaction yield, written as a fraction of the theoretical maximum amount of product (1.0 means a 100% yield; for example, 0.34 means a 34% yield). (1) The reactants are [CH2:1]([N:8]1[CH2:13][CH2:12][C:11]([CH2:21][OH:22])([NH:14][C:15]2[CH:20]=[CH:19][CH:18]=[CH:17][CH:16]=2)[CH2:10][CH2:9]1)[C:2]1[CH:7]=[CH:6][CH:5]=[CH:4][CH:3]=1.[H-].[Na+].I[CH3:26].O. The catalyst is O1CCCC1. The product is [CH2:1]([N:8]1[CH2:9][CH2:10][C:11]([CH2:21][O:22][CH3:26])([NH:14][C:15]2[CH:16]=[CH:17][CH:18]=[CH:19][CH:20]=2)[CH2:12][CH2:13]1)[C:2]1[CH:3]=[CH:4][CH:5]=[CH:6][CH:7]=1. The yield is 0.670. (2) The reactants are [Cl:1][C:2]1[CH:7]=[CH:6][C:5]([C:8](=O)[CH2:9][C:10](=O)[C:11]([F:14])([F:13])[F:12])=[CH:4][CH:3]=1.[NH2:17][C:18]1[C:22]([C:23]#[N:24])=[C:21]([CH3:25])[NH:20][N:19]=1. No catalyst specified. The product is [Cl:1][C:2]1[CH:7]=[CH:6][C:5]([C:8]2[CH:9]=[C:10]([C:11]([F:14])([F:13])[F:12])[N:19]3[N:20]=[C:21]([CH3:25])[C:22]([C:23]#[N:24])=[C:18]3[N:17]=2)=[CH:4][CH:3]=1. The yield is 0.660.